Dataset: Forward reaction prediction with 1.9M reactions from USPTO patents (1976-2016). Task: Predict the product of the given reaction. (1) Given the reactants [CH2:1]([O:3][P:4]([CH2:9][C:10]([OH:12])=O)([O:6][CH2:7][CH3:8])=[O:5])[CH3:2].[NH2:13][CH:14]1[CH2:19][CH2:18][CH2:17][CH2:16][CH:15]1[OH:20], predict the reaction product. The product is: [OH:20][CH:15]1[CH2:16][CH2:17][CH2:18][CH2:19][CH:14]1[NH:13][C:10](=[O:12])[CH2:9][P:4](=[O:5])([O:3][CH2:1][CH3:2])[O:6][CH2:7][CH3:8]. (2) Given the reactants [Cl:1][C:2]1[C:6]([N:7]([CH3:14])[C:8](=[O:13])[CH2:9][CH2:10]SC)=[CH:5][N:4]([C:15]2[CH:16]=[N:17][CH:18]=[CH:19][CH:20]=2)[N:3]=1.OO.[S:23]([O-:26])(O)=[O:24].[Na+].[C:28](O)(=O)C, predict the reaction product. The product is: [Cl:1][C:2]1[C:6]([N:7]([CH3:14])[C:8](=[O:13])[CH2:9][CH2:10][S:23]([CH3:28])(=[O:26])=[O:24])=[CH:5][N:4]([C:15]2[CH:16]=[N:17][CH:18]=[CH:19][CH:20]=2)[N:3]=1. (3) Given the reactants [F:1][CH:2]([F:28])[O:3][C:4]1[CH:9]=[CH:8][CH:7]=[CH:6][C:5]=1[CH2:10][S:11]([CH2:14][CH:15]([NH:19][C:20]([N:22]1[CH2:27][CH2:26][O:25][CH2:24][CH2:23]1)=[O:21])[C:16](O)=[O:17])(=[O:13])=[O:12].[NH2:29][CH:30]1[CH2:35][CH2:34][CH2:33][CH2:32][CH:31]1[OH:36].C(Cl)CCl.C1C=CC2N(O)N=NC=2C=1.CN1CCOCC1.CC(OI1(OC(C)=O)(OC(C)=O)OC(=O)C2C=CC=CC1=2)=O, predict the reaction product. The product is: [F:1][CH:2]([F:28])[O:3][C:4]1[CH:9]=[CH:8][CH:7]=[CH:6][C:5]=1[CH2:10][S:11]([CH2:14][CH:15]([NH:19][C:20]([N:22]1[CH2:23][CH2:24][O:25][CH2:26][CH2:27]1)=[O:21])[C:16](=[O:17])[NH:29][CH:30]1[CH2:35][CH2:34][CH2:33][CH2:32][C:31]1=[O:36])(=[O:13])=[O:12]. (4) Given the reactants [CH3:1][O:2][C:3]1[CH:19]=[CH:18][CH:17]=[CH:16][C:4]=1[CH2:5][N:6]1[C:11]([CH3:12])=[CH:10][C:9]([OH:13])=[C:8]([Cl:14])[C:7]1=[O:15].Cl[CH2:21][C:22]1[CH:39]=[CH:38][CH:37]=[CH:36][C:23]=1[CH2:24][N:25]1[C:29](=[O:30])[C:28]2=[CH:31][CH:32]=[CH:33][CH:34]=[C:27]2[C:26]1=[O:35].C(=O)([O-])[O-].[K+].[K+], predict the reaction product. The product is: [CH3:1][O:2][C:3]1[CH:19]=[CH:18][CH:17]=[CH:16][C:4]=1[CH2:5][N:6]1[C:11]([CH3:12])=[CH:10][C:9]([O:13][CH2:21][C:22]2[CH:39]=[CH:38][CH:37]=[CH:36][C:23]=2[CH2:24][N:25]2[C:29](=[O:30])[C:28]3[C:27](=[CH:34][CH:33]=[CH:32][CH:31]=3)[C:26]2=[O:35])=[C:8]([Cl:14])[C:7]1=[O:15]. (5) Given the reactants CO.C([O:10][C:11]1[C:12]([CH3:33])=[C:13]([CH3:32])[C:14]([NH:18][C:19](=[O:31])[CH2:20][CH2:21][CH2:22][CH2:23][CH2:24][CH2:25][CH2:26][CH2:27][CH2:28][CH2:29][CH3:30])=[N:15][C:16]=1[CH3:17])C1C=CC=CC=1, predict the reaction product. The product is: [OH:10][C:11]1[C:12]([CH3:33])=[C:13]([CH3:32])[C:14]([NH:18][C:19](=[O:31])[CH2:20][CH2:21][CH2:22][CH2:23][CH2:24][CH2:25][CH2:26][CH2:27][CH2:28][CH2:29][CH3:30])=[N:15][C:16]=1[CH3:17]. (6) Given the reactants [Br:1][C:2]1[CH:3]=[C:4]([NH2:12])[CH:5]=[C:6]([C:8]([F:11])([F:10])[F:9])[CH:7]=1.[CH3:13][C:14](OC(C)=O)=[O:15].O, predict the reaction product. The product is: [Br:1][C:2]1[CH:3]=[C:4]([NH:12][C:14](=[O:15])[CH3:13])[CH:5]=[C:6]([C:8]([F:10])([F:11])[F:9])[CH:7]=1. (7) Given the reactants C([Li])(C)(C)C.[CH3:6][CH2:7][CH2:8][CH2:9][CH3:10].[F:11][C:12]1C=C[C:15]([NH:18][C:19](=[O:25])[O:20][C:21]([CH3:24])([CH3:23])[CH3:22])=[CH:14][CH:13]=1.ClCCCI, predict the reaction product. The product is: [C:21]([O:20][C:19]([N:18]1[C:15]2[C:9](=[CH:10][C:12]([F:11])=[CH:13][CH:14]=2)[CH2:8][CH2:7][CH2:6]1)=[O:25])([CH3:24])([CH3:22])[CH3:23].